From a dataset of Catalyst prediction with 721,799 reactions and 888 catalyst types from USPTO. Predict which catalyst facilitates the given reaction. (1) Reactant: [NH2:1][C@@H:2]([C:4]1[CH:5]=[C:6]2[C:11](=[CH:12][CH:13]=1)[CH2:10][C@@H:9]([NH:14][C:15](=[O:29])[C:16]1[CH:21]=[CH:20][C:19]([O:22][CH2:23][C@@H:24]3[CH2:28][CH2:27][CH2:26][O:25]3)=[CH:18][CH:17]=1)[CH2:8][CH2:7]2)[CH3:3].Br[CH2:31][CH2:32][CH:33]([CH3:37])[CH2:34][CH2:35]Br.C(N(C(C)C)C(C)C)C. Product: [CH3:37][CH:33]1[CH2:34][CH2:35][N:1]([C@@H:2]([C:4]2[CH:5]=[C:6]3[C:11](=[CH:12][CH:13]=2)[CH2:10][C@@H:9]([NH:14][C:15](=[O:29])[C:16]2[CH:21]=[CH:20][C:19]([O:22][CH2:23][C@@H:24]4[CH2:28][CH2:27][CH2:26][O:25]4)=[CH:18][CH:17]=2)[CH2:8][CH2:7]3)[CH3:3])[CH2:31][CH2:32]1. The catalyst class is: 10. (2) Reactant: ClN1C(=O)CCC1=O.[Br:9][C:10]1[CH:11]=[C:12]([SH:16])[CH:13]=[CH:14][CH:15]=1.[CH2:17]([O:19][C:20]([C:22]1[NH:23][C:24]2[C:29]([CH:30]=1)=[CH:28][CH:27]=[C:26]([Cl:31])[CH:25]=2)=[O:21])[CH3:18]. Product: [CH2:17]([O:19][C:20]([C:22]1[NH:23][C:24]2[C:29]([C:30]=1[S:16][C:12]1[CH:13]=[CH:14][CH:15]=[C:10]([Br:9])[CH:11]=1)=[CH:28][CH:27]=[C:26]([Cl:31])[CH:25]=2)=[O:21])[CH3:18]. The catalyst class is: 2. (3) Reactant: [CH:1]([O:4][C:5]1[CH:6]=[C:7]([N:14]2[CH2:19][CH2:18][N:17]([C:20](=[O:22])[CH3:21])[CH2:16][CH2:15]2)[CH:8]=[CH:9][C:10]=1[N+:11]([O-])=O)([CH3:3])[CH3:2]. Product: [NH2:11][C:10]1[CH:9]=[CH:8][C:7]([N:14]2[CH2:19][CH2:18][N:17]([C:20](=[O:22])[CH3:21])[CH2:16][CH2:15]2)=[CH:6][C:5]=1[O:4][CH:1]([CH3:3])[CH3:2]. The catalyst class is: 29. (4) Reactant: [NH2:1][C:2]1[O:6][C:5]([C@@H:7]([NH:12][C:13](=[O:19])[O:14][C:15]([CH3:18])([CH3:17])[CH3:16])[C:8]([CH3:11])([CH3:10])[CH3:9])=[N:4][N:3]=1.ClC(Cl)(Cl)[C:22]([N:24]=C=O)=[O:23]. Product: [NH2:24][C:22]([NH:1][C:2]1[O:6][C:5]([C@@H:7]([NH:12][C:13](=[O:19])[O:14][C:15]([CH3:18])([CH3:17])[CH3:16])[C:8]([CH3:9])([CH3:10])[CH3:11])=[N:4][N:3]=1)=[O:23]. The catalyst class is: 1. (5) Product: [CH3:14][C:15]1[C:20]([O:21][C:2]2[CH:9]=[C:8]([C:10]([F:13])([F:12])[F:11])[CH:7]=[CH:6][C:3]=2[C:4]#[N:5])=[CH:19][CH:18]=[CH:17][N:16]=1. The catalyst class is: 18. Reactant: F[C:2]1[CH:9]=[C:8]([C:10]([F:13])([F:12])[F:11])[CH:7]=[CH:6][C:3]=1[C:4]#[N:5].[CH3:14][C:15]1[C:20]([OH:21])=[CH:19][CH:18]=[CH:17][N:16]=1.C(=O)([O-])[O-].[Cs+].[Cs+].